From a dataset of Reaction yield outcomes from USPTO patents with 853,638 reactions. Predict the reaction yield, written as a fraction of the theoretical maximum amount of product (1.0 means a 100% yield; for example, 0.34 means a 34% yield). The reactants are COC1C=CC(C[N:8](CC2C=CC(OC)=CC=2)[S:9]([C@@H:12]([CH2:14][CH:15]=[CH2:16])[CH3:13])(=[O:11])=[O:10])=CC=1.FC(F)(F)C(O)=O. The catalyst is C(Cl)Cl.CCOC(C)=O. The product is [CH3:13][C@@H:12]([S:9]([NH2:8])(=[O:11])=[O:10])[CH2:14][CH:15]=[CH2:16]. The yield is 0.830.